Dataset: Reaction yield outcomes from USPTO patents with 853,638 reactions. Task: Predict the reaction yield, written as a fraction of the theoretical maximum amount of product (1.0 means a 100% yield; for example, 0.34 means a 34% yield). The reactants are Br[C:2]1[CH:10]=[C:9]([C:11]([F:14])([F:13])[F:12])[CH:8]=[C:7]2[C:3]=1[CH:4]=[CH:5][N:6]2[CH:15]([CH3:17])[CH3:16].[C:18]([Zn]C#N)#[N:19].COC1C=CC=C(OC)C=1C1C=CC=CC=1P(C1CCCCC1)C1CCCCC1.[OH-].[Na+]. The catalyst is C1C=CC(/C=C/C(/C=C/C2C=CC=CC=2)=O)=CC=1.C1C=CC(/C=C/C(/C=C/C2C=CC=CC=2)=O)=CC=1.C1C=CC(/C=C/C(/C=C/C2C=CC=CC=2)=O)=CC=1.[Pd].[Pd].O.CN(C=O)C. The product is [CH:15]([N:6]1[C:7]2[CH:8]=[C:9]([C:11]([F:14])([F:13])[F:12])[CH:10]=[C:2]([C:18]#[N:19])[C:3]=2[CH:4]=[CH:5]1)([CH3:17])[CH3:16]. The yield is 0.770.